Dataset: Catalyst prediction with 721,799 reactions and 888 catalyst types from USPTO. Task: Predict which catalyst facilitates the given reaction. (1) Reactant: FC(F)(F)C(O)=O.[Cl:8][C:9]1[C:10]([F:38])=[C:11]([C@@H:15]2[C@:19]([C:22]3[CH:27]=[CH:26][C:25]([Cl:28])=[CH:24][C:23]=3[F:29])([C:20]#[N:21])[C@H:18]([CH2:30][C:31]([CH3:34])([CH3:33])[CH3:32])[NH:17][C@H:16]2[C:35]([OH:37])=O)[CH:12]=[CH:13][CH:14]=1.CCN(C(C)C)C(C)C.C1(P(Cl)(C2C=CC=CC=2)=O)C=CC=CC=1.[NH2:63][C:64]1[CH:65]=[N:66][CH:67]=[CH:68][CH:69]=1. Product: [N:66]1[CH:67]=[CH:68][CH:69]=[C:64]([NH:63][C:35]([C@H:16]2[C@H:15]([C:11]3[CH:12]=[CH:13][CH:14]=[C:9]([Cl:8])[C:10]=3[F:38])[C@:19]([C:22]3[CH:27]=[CH:26][C:25]([Cl:28])=[CH:24][C:23]=3[F:29])([C:20]#[N:21])[C@H:18]([CH2:30][C:31]([CH3:32])([CH3:34])[CH3:33])[NH:17]2)=[O:37])[CH:65]=1. The catalyst class is: 2. (2) Reactant: [Cl:1][C:2]1[CH:7]=[CH:6][C:5]([CH2:8][C:9]2[C:18]3[C:13](=[CH:14][CH:15]=[CH:16][CH:17]=3)[C:12](=[O:19])[N:11]([CH:20]3[CH2:26][CH2:25][CH2:24][NH:23][CH2:22][CH2:21]3)[N:10]=2)=[CH:4][CH:3]=1.[OH:27][C:28]1[CH:35]=[CH:34][C:31]([CH:32]=O)=[CH:30][CH:29]=1.[C:36]([O:39][BH-](OC(=O)C)OC(=O)C)(=[O:38])C.[Na+]. Product: [CH:36]([OH:39])=[O:38].[Cl:1][C:2]1[CH:7]=[CH:6][C:5]([CH2:8][C:9]2[C:18]3[C:13](=[CH:14][CH:15]=[CH:16][CH:17]=3)[C:12](=[O:19])[N:11]([CH:20]3[CH2:26][CH2:25][CH2:24][N:23]([CH2:32][C:31]4[CH:34]=[CH:35][C:28]([OH:27])=[CH:29][CH:30]=4)[CH2:22][CH2:21]3)[N:10]=2)=[CH:4][CH:3]=1. The catalyst class is: 322. (3) The catalyst class is: 9. Product: [N:35]1([C:40]([CH2:2][CH2:3][CH2:4][CH2:5][O:6][C:7]2[CH:16]=[C:15]3[C:10]([C:11]([O:17][C:18]4[CH:23]=[CH:22][C:21]([CH3:24])=[CH:20][C:19]=4[C:25]([C:27]4[CH:32]=[CH:31][CH:30]=[CH:29][CH:28]=4)=[O:26])=[CH:12][CH:13]=[N:14]3)=[CH:9][C:8]=2[O:33][CH3:34])=[O:41])[CH:39]=[CH:38][N:37]=[CH:36]1. Reactant: Cl[CH2:2][CH2:3][CH2:4][CH2:5][O:6][C:7]1[CH:16]=[C:15]2[C:10]([C:11]([O:17][C:18]3[CH:23]=[CH:22][C:21]([CH3:24])=[CH:20][C:19]=3[C:25]([C:27]3[CH:32]=[CH:31][CH:30]=[CH:29][CH:28]=3)=[O:26])=[CH:12][CH:13]=[N:14]2)=[CH:9][C:8]=1[O:33][CH3:34].[NH:35]1[CH:39]=[CH:38][N:37]=[CH:36]1.[C:40](=O)([O-])[O-:41].[K+].[K+].O. (4) Reactant: [CH2:1]([S:8]([NH:11][C:12]([CH:14]1[CH2:17][N:16]([C:18]2[C:28]([C:29]#[N:30])=[CH:27][C:21]([C:22]([O:24][CH2:25][CH3:26])=[O:23])=[C:20]([CH2:31]Cl)[N:19]=2)[CH2:15]1)=[O:13])(=[O:10])=[O:9])[C:2]1[CH:7]=[CH:6][CH:5]=[CH:4][CH:3]=1.[I-].[Na+].[C:35]([O-:38])(=[O:37])[CH3:36].[Na+]. Product: [C:35]([O:38][CH2:31][C:20]1[N:19]=[C:18]([N:16]2[CH2:17][CH:14]([C:12](=[O:13])[NH:11][S:8]([CH2:1][C:2]3[CH:7]=[CH:6][CH:5]=[CH:4][CH:3]=3)(=[O:10])=[O:9])[CH2:15]2)[C:28]([C:29]#[N:30])=[CH:27][C:21]=1[C:22]([O:24][CH2:25][CH3:26])=[O:23])(=[O:37])[CH3:36]. The catalyst class is: 14. (5) Reactant: Br[C:2]1[CH:14]=[CH:13][C:5]([C:6]([O:8][C:9]([CH3:12])([CH3:11])[CH3:10])=[O:7])=[C:4]([NH:15][C:16]2[CH:21]=[CH:20][C:19]([F:22])=[CH:18][CH:17]=2)[CH:3]=1.[CH2:23]([CH:26]1[CH2:31][CH2:30][CH2:29][CH2:28][CH2:27]1)[CH:24]=[CH2:25].C(=O)([O-])[O-].[Cs+].[Cs+]. Product: [CH:26]1([CH2:23]/[CH:24]=[CH:25]/[C:2]2[CH:14]=[CH:13][C:5]([C:6]([O:8][C:9]([CH3:12])([CH3:11])[CH3:10])=[O:7])=[C:4]([NH:15][C:16]3[CH:21]=[CH:20][C:19]([F:22])=[CH:18][CH:17]=3)[CH:3]=2)[CH2:31][CH2:30][CH2:29][CH2:28][CH2:27]1. The catalyst class is: 596.